Dataset: Forward reaction prediction with 1.9M reactions from USPTO patents (1976-2016). Task: Predict the product of the given reaction. (1) Given the reactants [CH:1]1[CH:2]=[CH:3][C:4]2N(O)N=N[C:5]=2[CH:6]=1.CCN(C(C)C)C(C)C.[CH:20]1([CH:25]([C:29]2[CH:34]=[CH:33][C:32]([CH2:35][N:36]3[C:41](=[O:42])[CH2:40][O:39][C:38](C4C=CC=CC=4)=[N:37]3)=[CH:31][CH:30]=2)[C:26]([OH:28])=O)[CH2:24][CH2:23][CH2:22][CH2:21]1.[NH2:49][CH:50]([CH3:62])[CH2:51][CH2:52][CH2:53][CH2:54][C:55]([O:57][C:58]([CH3:61])([CH3:60])[CH3:59])=[O:56].CN(C(ON1N=NC2C=CC=NC1=2)=[N+](C)C)C.F[P-](F)(F)(F)(F)F, predict the reaction product. The product is: [CH:20]1([CH:25]([C:29]2[CH:30]=[CH:31][C:32]([CH2:35][N:36]3[C:41](=[O:42])[CH2:40][O:39][C:38]([C:5]4[CH:4]=[CH:3][CH:2]=[CH:1][CH:6]=4)=[N:37]3)=[CH:33][CH:34]=2)[C:26]([NH:49][CH:50]([CH3:62])[CH2:51][CH2:52][CH2:53][CH2:54][C:55]([O:57][C:58]([CH3:61])([CH3:60])[CH3:59])=[O:56])=[O:28])[CH2:24][CH2:23][CH2:22][CH2:21]1. (2) Given the reactants [C:1]([O:4][C:5]1[CH:10]=[CH:9][C:8]([NH:11][C:12]([C:14]2[CH:19]=[CH:18][C:17]([N:20]3[CH2:25][CH2:24][N:23](C(OC(C)(C)C)=O)[CH2:22][CH2:21]3)=[CH:16][CH:15]=2)=C)=[CH:7][CH:6]=1)(=[O:3])[CH3:2].C(Cl)Cl.[C:36]([OH:42])([C:38]([F:41])([F:40])[F:39])=[O:37], predict the reaction product. The product is: [F:39][C:38]([F:41])([F:40])[C:36]([O-:42])=[O:37].[C:1]([O:4][C:5]1[CH:10]=[CH:9][C:8]([NH:11][C:12]([C:14]2[CH:19]=[CH:18][C:17]([N:20]3[CH2:25][CH2:24][NH2+:23][CH2:22][CH2:21]3)=[CH:16][CH:15]=2)=[O:37])=[CH:7][CH:6]=1)(=[O:3])[CH3:2]. (3) Given the reactants C[O:2][C:3](=[O:22])[C:4]1[CH:9]=[C:8]([Br:10])[CH:7]=[CH:6][C:5]=1[CH2:11][CH2:12][C:13]1[CH:18]=[CH:17][CH:16]=[C:15]([O:19][CH3:20])[C:14]=1[CH3:21].[OH-].[K+].O.CO, predict the reaction product. The product is: [Br:10][C:8]1[CH:7]=[CH:6][C:5]([CH2:11][CH2:12][C:13]2[CH:18]=[CH:17][CH:16]=[C:15]([O:19][CH3:20])[C:14]=2[CH3:21])=[C:4]([CH:9]=1)[C:3]([OH:22])=[O:2]. (4) The product is: [C:26]([O:25][C:23]([N:18]1[C:19]2[C:15](=[C:14]([N:11]3[CH2:12][CH2:13][N:8]([C:6]([O:5][C:1]([CH3:4])([CH3:2])[CH3:3])=[O:7])[CH2:9][CH2:10]3)[CH:22]=[CH:21][CH:20]=2)[CH:16]=[CH:17]1)=[O:24])([CH3:29])([CH3:28])[CH3:27]. Given the reactants [C:1]([O:5][C:6]([N:8]1[CH2:13][CH2:12][N:11]([C:14]2[CH:22]=[CH:21][CH:20]=[C:19]3[C:15]=2[CH:16]=[CH:17][NH:18]3)[CH2:10][CH2:9]1)=[O:7])([CH3:4])([CH3:3])[CH3:2].[C:23](O[C:23]([O:25][C:26]([CH3:29])([CH3:28])[CH3:27])=[O:24])([O:25][C:26]([CH3:29])([CH3:28])[CH3:27])=[O:24], predict the reaction product. (5) The product is: [N:1]1[CH:6]=[CH:5][CH:4]=[C:3]([CH:7]([C:12]2[CH:17]=[CH:16][CH:15]=[C:14]([O:18][C:19]3[CH:24]=[CH:23][C:22]([CH2:25][NH:26][C:27]4[CH:32]=[CH:31][CH:30]=[CH:29][N:28]=4)=[CH:21][CH:20]=3)[N:13]=2)[CH2:8][C:9]([OH:11])=[O:10])[CH:2]=1. Given the reactants [N:1]1[CH:6]=[CH:5][CH:4]=[C:3](/[C:7](/[C:12]2[CH:17]=[CH:16][CH:15]=[C:14]([O:18][C:19]3[CH:24]=[CH:23][C:22]([CH2:25][NH:26][C:27]4[CH:32]=[CH:31][CH:30]=[CH:29][N:28]=4)=[CH:21][CH:20]=3)[N:13]=2)=[CH:8]/[C:9]([OH:11])=[O:10])[CH:2]=1.C1CCC=CC=1, predict the reaction product. (6) Given the reactants [NH2:1][C:2]1[N:7]=[C:6]([N:8]([CH3:15])[C:9]2[CH:14]=[CH:13][CH:12]=[CH:11][CH:10]=2)[N:5]=[C:4]([C:16]2[N:20]=[C:19]([N:21]3[CH2:24][CH:23](O)[CH2:22]3)[O:18][N:17]=2)[N:3]=1.CCN(C(C)C)C(C)C.CN([C:53]1[CH:58]=[CH:57][CH:56]=[CH:55][CH:54]=1)C1N=C(N)N=C(C2N=C(C(Cl)(Cl)Cl)ON=2)N=1.FC(F)(F)[C:61](O)=[O:62], predict the reaction product. The product is: [CH3:15][N:8]([C:9]1[CH:14]=[CH:13][CH:12]=[CH:11][CH:10]=1)[C:6]1[N:7]=[C:2]([NH2:1])[N:3]=[C:4]([C:16]2[N:20]=[C:19]([N:21]3[CH2:24][CH:23]([CH2:61][O:62][C:53]4[CH:54]=[CH:55][CH:56]=[CH:57][CH:58]=4)[CH2:22]3)[O:18][N:17]=2)[N:5]=1.